This data is from Full USPTO retrosynthesis dataset with 1.9M reactions from patents (1976-2016). The task is: Predict the reactants needed to synthesize the given product. (1) Given the product [N:1]1[N:9]2[C:4]([O:5][CH2:6][CH2:7][CH2:8]2)=[CH:3][C:2]=1[CH:10]=[O:11], predict the reactants needed to synthesize it. The reactants are: [NH:1]1[N:9]2[CH:4]([O:5][CH2:6][CH:7]=[CH:8]2)[CH2:3][CH:2]1[CH2:10][OH:11]. (2) Given the product [ClH:35].[CH2:15]([O:14][C:10]1[CH:9]=[C:8]2[C:13]([C:4]([CH2:27][C:26]3[CH:29]=[C:30]([O:31][CH3:32])[C:23]([O:22][CH2:20][CH3:21])=[C:24]([O:33][CH3:34])[CH:25]=3)=[CH:5][N:6]=[CH:7]2)=[CH:12][CH:11]=1)[CH3:16], predict the reactants needed to synthesize it. The reactants are: C(O[CH:4](OCC)[CH2:5][NH:6][CH2:7][C:8]1[CH:13]=[CH:12][CH:11]=[C:10]([O:14][CH2:15][CH3:16])[CH:9]=1)C.[CH2:20]([O:22][C:23]1[C:30]([O:31][CH3:32])=[CH:29][C:26]([CH:27]=O)=[CH:25][C:24]=1[O:33][CH3:34])[CH3:21].[ClH:35].C([O-])([O-])=O.[K+].[K+]. (3) Given the product [C:32]([O:31][C:29]([N:2]([CH2:25][CH:22]1[CH2:23][CH2:24]1)[C@@H:3]1[CH2:5][C@H:4]1[C:6]1[CH:7]=[C:8]([CH:13]=[CH:14][C:15]=1[CH3:16])[C:9]([O:11][CH3:12])=[O:10])=[O:30])([CH3:35])([CH3:34])[CH3:33], predict the reactants needed to synthesize it. The reactants are: Cl.[NH2:2][C@@H:3]1[CH2:5][C@H:4]1[C:6]1[CH:7]=[C:8]([CH:13]=[CH:14][C:15]=1[CH3:16])[C:9]([O:11][CH3:12])=[O:10].C(=O)([O-])O.[Na+].[CH:22]1([CH:25]=O)[CH2:24][CH2:23]1.[BH4-].[Na+].[C:29](O[C:29]([O:31][C:32]([CH3:35])([CH3:34])[CH3:33])=[O:30])([O:31][C:32]([CH3:35])([CH3:34])[CH3:33])=[O:30]. (4) Given the product [CH3:11][C:3]1[CH:4]=[C:5]([N+:8]([O-:10])=[O:9])[CH:6]=[CH:7][C:2]=1[NH:19][CH2:20][CH2:21][C:22]1[CH:27]=[CH:26][CH:25]=[CH:24][N:23]=1, predict the reactants needed to synthesize it. The reactants are: F[C:2]1[CH:7]=[CH:6][C:5]([N+:8]([O-:10])=[O:9])=[CH:4][C:3]=1[CH3:11].C(N(CC)CC)C.[NH2:19][CH2:20][CH2:21][C:22]1[CH:27]=[CH:26][CH:25]=[CH:24][N:23]=1.O. (5) Given the product [CH2:1]([N:8]([CH2:9][CH2:10][OH:11])[C:14](=[O:15])[O:16][C:17]([CH3:20])([CH3:19])[CH3:18])[C:2]1[CH:7]=[CH:6][CH:5]=[CH:4][CH:3]=1, predict the reactants needed to synthesize it. The reactants are: [CH2:1]([NH:8][CH2:9][CH2:10][OH:11])[C:2]1[CH:7]=[CH:6][CH:5]=[CH:4][CH:3]=1.[OH-].[Na+].[C:14](O[C:14]([O:16][C:17]([CH3:20])([CH3:19])[CH3:18])=[O:15])([O:16][C:17]([CH3:20])([CH3:19])[CH3:18])=[O:15]. (6) The reactants are: F[P-](F)(F)(F)(F)F.N1(OC(N(C)C)=[N+](C)C)C2N=CC=CC=2N=N1.C(OC([NH:32][C:33]1([C:48]([OH:50])=O)[CH2:38][CH2:37][N:36]([C:39]2[C:40]3[CH:47]=[CH:46][NH:45][C:41]=3[N:42]=[CH:43][N:44]=2)[CH2:35][CH2:34]1)=O)(C)(C)C.[Cl:51][C:52]1[CH:57]=[CH:56][C:55]([CH:58]([NH2:61])[CH2:59][CH3:60])=[CH:54][CH:53]=1.CCN(C(C)C)C(C)C. Given the product [NH2:32][C:33]1([C:48]([NH:61][CH:58]([C:55]2[CH:54]=[CH:53][C:52]([Cl:51])=[CH:57][CH:56]=2)[CH2:59][CH3:60])=[O:50])[CH2:34][CH2:35][N:36]([C:39]2[C:40]3[CH:47]=[CH:46][NH:45][C:41]=3[N:42]=[CH:43][N:44]=2)[CH2:37][CH2:38]1, predict the reactants needed to synthesize it.